From a dataset of Catalyst prediction with 721,799 reactions and 888 catalyst types from USPTO. Predict which catalyst facilitates the given reaction. (1) Reactant: [NH2:1][C@@H:2]([CH2:19][C:20]1[CH:25]=[CH:24][C:23]([NH:26][C:27]2[CH:32]=[C:31]([C:33]3[CH:38]=[CH:37][CH:36]=[CH:35][CH:34]=3)[N:30]=[CH:29][N:28]=2)=[CH:22][CH:21]=1)[C@H:3]([OH:18])[CH2:4][NH:5][C:6]1([C:9]2[CH:14]=[CH:13][CH:12]=[C:11]([CH:15]([CH3:17])[CH3:16])[CH:10]=2)[CH2:8][CH2:7]1.CCN(CC)CC.[C:46](O[C:46]([C:48]([F:51])([F:50])[F:49])=[O:47])([C:48]([F:51])([F:50])[F:49])=[O:47]. Product: [F:49][C:48]([F:51])([F:50])[C:46]([NH:1][C@@H:2]([CH2:19][C:20]1[CH:25]=[CH:24][C:23]([NH:26][C:27]2[CH:32]=[C:31]([C:33]3[CH:34]=[CH:35][CH:36]=[CH:37][CH:38]=3)[N:30]=[CH:29][N:28]=2)=[CH:22][CH:21]=1)[C@H:3]([OH:18])[CH2:4][NH:5][C:6]1([C:9]2[CH:14]=[CH:13][CH:12]=[C:11]([CH:15]([CH3:17])[CH3:16])[CH:10]=2)[CH2:8][CH2:7]1)=[O:47]. The catalyst class is: 2. (2) Reactant: C([O:3][C:4]([C:6]1[N:14]([CH3:15])[C:13]2[CH:12]=[CH:11][N:10]=[CH:9][C:8]=2[C:7]=1[NH:16][C:17]1[CH:22]=[CH:21][C:20]([CH:23]2[CH2:25][CH2:24]2)=[CH:19][C:18]=1[F:26])=[O:5])C.[OH-].[Na+]. Product: [CH:23]1([C:20]2[CH:21]=[CH:22][C:17]([NH:16][C:7]3[C:8]4[CH:9]=[N:10][CH:11]=[CH:12][C:13]=4[N:14]([CH3:15])[C:6]=3[C:4]([OH:5])=[O:3])=[C:18]([F:26])[CH:19]=2)[CH2:25][CH2:24]1. The catalyst class is: 15. (3) Reactant: [Mg].Br[C:3]1[CH:8]=[CH:7][CH:6]=[C:5]([CH3:9])[CH:4]=1.[CH2:10]([N:17]1[CH2:22][CH2:21][C:20](=[O:23])[CH2:19][CH2:18]1)[C:11]1[CH:16]=[CH:15][CH:14]=[CH:13][CH:12]=1. Product: [CH2:10]([N:17]1[CH2:22][CH2:21][C:20]([C:3]2[CH:8]=[CH:7][CH:6]=[C:5]([CH3:9])[CH:4]=2)([OH:23])[CH2:19][CH2:18]1)[C:11]1[CH:12]=[CH:13][CH:14]=[CH:15][CH:16]=1. The catalyst class is: 1. (4) Reactant: [Br:1][C:2]1[CH:11]=[C:10]2[C:5]([CH:6]=[C:7]([CH3:32])[C:8]([C@H:13]([O:27][C:28]([CH3:31])([CH3:30])[CH3:29])[C:14](O[C@@H]3C[C@H](C)CC[C@H]3C(C)C)=[O:15])=[C:9]2[OH:12])=[CH:4][CH:3]=1.C([BH-](CC)CC)C.[Li+].[NH4+].[Cl-]. The catalyst class is: 1. Product: [Br:1][C:2]1[CH:11]=[C:10]2[C:5]([CH:6]=[C:7]([CH3:32])[C:8]([C@H:13]([O:27][C:28]([CH3:30])([CH3:29])[CH3:31])[CH2:14][OH:15])=[C:9]2[OH:12])=[CH:4][CH:3]=1. (5) Reactant: [NH2:1][CH2:2][C@@H:3]1[CH2:7][CH2:6][N:5]([C:8]2[C:17]3[C:12](=[CH:13][C:14]([CH3:18])=[CH:15][CH:16]=3)[N:11]=[C:10]([C:19]3[CH:24]=[CH:23][CH:22]=[CH:21][C:20]=3[OH:25])[N:9]=2)[CH2:4]1.C(N(CC)CC)C.Cl[C:34]([O:36][CH2:37][CH2:38][O:39][CH3:40])=[O:35]. Product: [OH:25][C:20]1[CH:21]=[CH:22][CH:23]=[CH:24][C:19]=1[C:10]1[N:9]=[C:8]([N:5]2[CH2:6][CH2:7][C@@H:3]([CH2:2][NH:1][C:34](=[O:35])[O:36][CH2:37][CH2:38][O:39][CH3:40])[CH2:4]2)[C:17]2[C:12](=[CH:13][C:14]([CH3:18])=[CH:15][CH:16]=2)[N:11]=1. The catalyst class is: 3.